Dataset: Reaction yield outcomes from USPTO patents with 853,638 reactions. Task: Predict the reaction yield, written as a fraction of the theoretical maximum amount of product (1.0 means a 100% yield; for example, 0.34 means a 34% yield). The reactants are C[O:2][P:3]([CH2:7][CH:8]=[CH:9][CH2:10][CH:11]([CH2:15][C:16]([CH3:33])=[CH:17][CH2:18][C:19]1[C:20]([OH:32])=[C:21]2[C:25](=[C:26]([CH3:30])[C:27]=1[O:28][CH3:29])[CH2:24][O:23][C:22]2=[O:31])[C:12]([OH:14])=[O:13])([O:5]C)=[O:4].N1C(C)=CC=CC=1C.C[Si](Br)(C)C. The catalyst is C(#N)C. The product is [OH:5][P:3]([CH2:7][CH:8]=[CH:9][CH2:10][CH:11]([CH2:15][C:16]([CH3:33])=[CH:17][CH2:18][C:19]1[C:20]([OH:32])=[C:21]2[C:25](=[C:26]([CH3:30])[C:27]=1[O:28][CH3:29])[CH2:24][O:23][C:22]2=[O:31])[C:12]([OH:14])=[O:13])([OH:4])=[O:2]. The yield is 0.600.